From a dataset of Full USPTO retrosynthesis dataset with 1.9M reactions from patents (1976-2016). Predict the reactants needed to synthesize the given product. (1) Given the product [CH2:25]([C:27]1[CH:28]=[N:29][C:30]([NH:1][CH2:2][C@@H:3]2[C@H:8]([CH3:9])[CH2:7][CH2:6][CH2:5][N:4]2[C:10]([C:12]2[N:13]=[C:14]([CH3:24])[S:15][C:16]=2[C:17]2[CH:18]=[CH:19][C:20]([F:23])=[CH:21][CH:22]=2)=[O:11])=[N:31][CH:32]=1)[CH3:26], predict the reactants needed to synthesize it. The reactants are: [NH2:1][CH2:2][C@@H:3]1[C@H:8]([CH3:9])[CH2:7][CH2:6][CH2:5][N:4]1[C:10]([C:12]1[N:13]=[C:14]([CH3:24])[S:15][C:16]=1[C:17]1[CH:22]=[CH:21][C:20]([F:23])=[CH:19][CH:18]=1)=[O:11].[CH2:25]([C:27]1[CH:28]=[N:29][C:30](Cl)=[N:31][CH:32]=1)[CH3:26].CCN(C(C)C)C(C)C. (2) Given the product [Si:1]([O:8][CH:9]([C:12]1[CH:17]=[CH:16][CH:15]=[C:14]([O:18][Si:19]([C:22]([CH3:25])([CH3:24])[CH3:23])([CH3:20])[CH3:21])[CH:13]=1)[CH2:10][NH:11][C:30]1[S:34][C:33]([C:35]2[CH:36]=[C:37]3[C:42](=[CH:43][CH:44]=2)[CH:41]=[N:40][CH:39]=[CH:38]3)=[N:32][N:31]=1)([C:4]([CH3:7])([CH3:6])[CH3:5])([CH3:3])[CH3:2], predict the reactants needed to synthesize it. The reactants are: [Si:1]([O:8][CH:9]([C:12]1[CH:17]=[CH:16][CH:15]=[C:14]([O:18][Si:19]([C:22]([CH3:25])([CH3:24])[CH3:23])([CH3:21])[CH3:20])[CH:13]=1)[CH2:10][NH2:11])([C:4]([CH3:7])([CH3:6])[CH3:5])([CH3:3])[CH3:2].CS([C:30]1[S:34][C:33]([C:35]2[CH:36]=[C:37]3[C:42](=[CH:43][CH:44]=2)[CH:41]=[N:40][CH:39]=[CH:38]3)=[N:32][N:31]=1)(=O)=O.CS(C1SC(C2C=C3C(=CC=2)C=NC=C3)=NN=1)=O.